From a dataset of Forward reaction prediction with 1.9M reactions from USPTO patents (1976-2016). Predict the product of the given reaction. Given the reactants C(OC([N:8]1[CH2:12][CH2:11][CH2:10][CH:9]1[C:13]1[NH:14][C:15]([C:18]2[CH:27]=[CH:26][C:25]3[C:20](=[CH:21][CH:22]=[C:23]([Br:28])[CH:24]=3)[CH:19]=2)=[CH:16][N:17]=1)=O)(C)(C)C.Cl.O1CCOCC1.[CH3:36][O:37][C:38]([NH:40][CH:41]([CH:45]([CH3:47])[CH3:46])[C:42](O)=[O:43])=[O:39].P([O-])([O-])([O-])=O.[K+].[K+].[K+].CN(C(ON1N=NC2C=CC=NC1=2)=[N+](C)C)C.F[P-](F)(F)(F)(F)F, predict the reaction product. The product is: [CH3:36][O:37][C:38](=[O:39])[NH:40][CH:41]([C:42]([N:8]1[CH2:12][CH2:11][CH2:10][CH:9]1[C:13]1[NH:14][C:15]([C:18]2[CH:27]=[CH:26][C:25]3[C:20](=[CH:21][CH:22]=[C:23]([Br:28])[CH:24]=3)[CH:19]=2)=[CH:16][N:17]=1)=[O:43])[CH:45]([CH3:47])[CH3:46].